This data is from Reaction yield outcomes from USPTO patents with 853,638 reactions. The task is: Predict the reaction yield, written as a fraction of the theoretical maximum amount of product (1.0 means a 100% yield; for example, 0.34 means a 34% yield). (1) The product is [NH2:19][C:16]1[CH:17]=[CH:18][C:13]([CH:7]([C:1]2[CH:2]=[CH:3][CH:4]=[CH:5][CH:6]=2)[C:8]([O:10][CH2:11][CH3:12])=[O:9])=[CH:14][C:15]=1[F:22]. The yield is 0.975. The catalyst is CCO. The reactants are [C:1]1([CH:7]([C:13]2[CH:18]=[CH:17][C:16]([N+:19]([O-])=O)=[C:15]([F:22])[CH:14]=2)[C:8]([O:10][CH2:11][CH3:12])=[O:9])[CH:6]=[CH:5][CH:4]=[CH:3][CH:2]=1. (2) The reactants are [Br:1][C:2]1[N:6]2[N:7]=[C:8]([Cl:12])[CH:9]=[C:10](Br)[C:5]2=[N:4][CH:3]=1.[NH2:13][C:14]1[CH:19]=[CH:18][C:17]([S:20]([NH:23][CH3:24])(=[O:22])=[O:21])=[CH:16][CH:15]=1.CC(C)([O-])C.[K+]. The catalyst is C1COCC1. The product is [Br:1][C:2]1[N:6]2[N:7]=[C:8]([Cl:12])[CH:9]=[C:10]([NH:13][C:14]3[CH:19]=[CH:18][C:17]([S:20]([NH:23][CH3:24])(=[O:22])=[O:21])=[CH:16][CH:15]=3)[C:5]2=[N:4][CH:3]=1. The yield is 0.553.